Predict which catalyst facilitates the given reaction. From a dataset of Catalyst prediction with 721,799 reactions and 888 catalyst types from USPTO. Reactant: C(OC(=O)[NH:10][C@@H:11]([CH2:26][O:27]CC1C=CC=CC=1)[CH2:12][S:13](=[O:25])(=[O:24])[NH:14][CH:15]1[CH2:20][CH2:19][N:18]([CH:21]([CH3:23])[CH3:22])[CH2:17][CH2:16]1)C1C=CC=CC=1.B(Br)(Br)Br.[OH-].[Na+]. Product: [CH:21]([N:18]1[CH2:17][CH2:16][CH:15]([NH:14][S:13]([CH2:12][C@@H:11]([NH2:10])[CH2:26][OH:27])(=[O:25])=[O:24])[CH2:20][CH2:19]1)([CH3:23])[CH3:22]. The catalyst class is: 46.